From a dataset of Reaction yield outcomes from USPTO patents with 853,638 reactions. Predict the reaction yield, written as a fraction of the theoretical maximum amount of product (1.0 means a 100% yield; for example, 0.34 means a 34% yield). (1) The reactants are Cl[CH2:2][CH2:3][CH2:4][N:5]1[C:14]2[C:9](=[CH:10][C:11]([CH3:16])=[C:12]([F:15])[CH:13]=2)[CH2:8][CH2:7][C:6]1=[O:17].[CH2:18]([CH:22]1[CH2:27][CH2:26][NH:25][CH2:24][CH2:23]1)[CH2:19][CH2:20][CH3:21].[Na+].[I-].C([O-])([O-])=O.[K+].[K+]. The catalyst is CC#N. The product is [CH2:18]([CH:22]1[CH2:27][CH2:26][N:25]([CH2:2][CH2:3][CH2:4][N:5]2[C:14]3[C:9](=[CH:10][C:11]([CH3:16])=[C:12]([F:15])[CH:13]=3)[CH2:8][CH2:7][C:6]2=[O:17])[CH2:24][CH2:23]1)[CH2:19][CH2:20][CH3:21]. The yield is 0.340. (2) The reactants are C([Li])CCC.CCCCCC.Br[C:13]1[CH:18]=[C:17]([C:19]([CH3:22])([CH3:21])[CH3:20])[CH:16]=[CH:15][C:14]=1[O:23][CH3:24].[B:25](OC(C)C)([O:30]C(C)C)[O:26]C(C)C. The catalyst is O1CCCC1. The product is [C:19]([C:17]1[CH:16]=[CH:15][C:14]([O:23][CH3:24])=[C:13]([B:25]([OH:30])[OH:26])[CH:18]=1)([CH3:22])([CH3:21])[CH3:20]. The yield is 0.740. (3) The reactants are Br[C:2]1[CH2:6][CH2:5][C@H:4]([CH2:7][CH2:8][CH2:9][C:10]2[S:14][C:13]([C:15]([OH:17])=[O:16])=[CH:12][CH:11]=2)[C:3]=1[C:18]1[CH:23]=[CH:22][C:21]([CH:24]([OH:30])[CH2:25][CH2:26][CH2:27][CH2:28][CH3:29])=[CH:20][CH:19]=1.[Li]C(C)(C)C.[NH4+].[Cl-]. The catalyst is C1COCC1. The product is [OH:30][CH:24]([C:21]1[CH:22]=[CH:23][C:18]([C:3]2[C@@H:4]([CH2:7][CH2:8][CH2:9][C:10]3[S:14][C:13]([C:15]([OH:17])=[O:16])=[CH:12][CH:11]=3)[CH2:5][CH2:6][CH:2]=2)=[CH:19][CH:20]=1)[CH2:25][CH2:26][CH2:27][CH2:28][CH3:29]. The yield is 0.500. (4) The reactants are [Cl:1][C:2]1[N:7]=[C:6]([S:8][CH3:9])[N:5]=[C:4]([C:10]2[C:18]3[C:13](=[N:14][CH:15]=[CH:16][CH:17]=3)[N:12]([S:19]([C:22]3[CH:27]=[CH:26][CH:25]=[CH:24][CH:23]=3)(=[O:21])=[O:20])[CH:11]=2)[CH:3]=1.[OH:28]OS([O-])=O.[K+].[OH2:34]. The catalyst is C(OCC)(=O)C. The product is [Cl:1][C:2]1[N:7]=[C:6]([S:8]([CH3:9])(=[O:28])=[O:34])[N:5]=[C:4]([C:10]2[C:18]3[C:13](=[N:14][CH:15]=[CH:16][CH:17]=3)[N:12]([S:19]([C:22]3[CH:27]=[CH:26][CH:25]=[CH:24][CH:23]=3)(=[O:21])=[O:20])[CH:11]=2)[CH:3]=1. The yield is 0.870. (5) The reactants are [Br:1][C:2]1[CH:11]=[N:10][C:9]2[NH:8][C:7](=O)[C:6]([CH3:14])([CH3:13])[O:5][C:4]=2[CH:3]=1. The catalyst is C1COCC1. The product is [Br:1][C:2]1[CH:11]=[N:10][C:9]2[NH:8][CH2:7][C:6]([CH3:14])([CH3:13])[O:5][C:4]=2[CH:3]=1. The yield is 0.760. (6) The product is [CH3:14][O:13][C:7]1[CH:8]=[C:9]([O:11][CH3:12])[CH:10]=[C:2]2[C:3]=1[C:4](=[O:5])[NH:6][C:26]([C:25]1[CH:28]=[CH:29][CH:30]=[C:23]([C:21]3[S:22][C:18]([S:16]([CH3:15])=[O:17])=[CH:19][CH:20]=3)[CH:24]=1)=[N:1]2. The reactants are [NH2:1][C:2]1[CH:10]=[C:9]([O:11][CH3:12])[CH:8]=[C:7]([O:13][CH3:14])[C:3]=1[C:4]([NH2:6])=[O:5].[CH3:15][S:16]([C:18]1[S:22][C:21]([C:23]2[CH:24]=[C:25]([CH:28]=[CH:29][CH:30]=2)[CH:26]=O)=[CH:20][CH:19]=1)=[O:17].OS([O-])=O.[Na+].O.C1(C)C=CC(S(O)(=O)=O)=CC=1. The catalyst is CN(C)C(=O)C. The yield is 0.100. (7) The reactants are [OH-:1].[Na+].Cl[C:4]1[CH:9]=[CH:8][C:7]([S:10]([C:13]([F:16])([F:15])[F:14])(=[O:12])=[O:11])=[CH:6][C:5]=1[N+:17]([O-:19])=[O:18].CO.Cl. The catalyst is O.C(Cl)Cl. The product is [N+:17]([C:5]1[CH:6]=[C:7]([S:10]([C:13]([F:16])([F:15])[F:14])(=[O:12])=[O:11])[CH:8]=[CH:9][C:4]=1[OH:1])([O-:19])=[O:18]. The yield is 0.250. (8) The reactants are [NH2:1][C:2]1[N:7]=[CH:6][C:5]([C:8]([N:10]2[CH2:15][CH2:14][O:13][CH2:12][C@@H:11]2[CH3:16])=[O:9])=[CH:4][CH:3]=1.Br[C:18]1[C:19](=[O:26])[N:20]([CH3:25])[CH:21]=[C:22]([Br:24])[CH:23]=1.C(=O)([O-])[O-].[Cs+].[Cs+].CC1(C)C2C(=C(P(C3C=CC=CC=3)C3C=CC=CC=3)C=CC=2)OC2C(P(C3C=CC=CC=3)C3C=CC=CC=3)=CC=CC1=2. The catalyst is C1C=CC(/C=C/C(/C=C/C2C=CC=CC=2)=O)=CC=1.C1C=CC(/C=C/C(/C=C/C2C=CC=CC=2)=O)=CC=1.C1C=CC(/C=C/C(/C=C/C2C=CC=CC=2)=O)=CC=1.[Pd].[Pd].O1CCOCC1. The product is [Br:24][C:22]1[CH:23]=[C:18]([NH:1][C:2]2[CH:3]=[CH:4][C:5]([C:8]([N:10]3[CH2:15][CH2:14][O:13][CH2:12][C@@H:11]3[CH3:16])=[O:9])=[CH:6][N:7]=2)[C:19](=[O:26])[N:20]([CH3:25])[CH:21]=1. The yield is 0.690. (9) The product is [Cl:28][C:18]1[CH:17]=[C:16]([CH:11]2[C:10]([CH3:29])([CH3:30])[CH2:9][C:8]3[C:13](=[CH:14][CH:15]=[C:6]([C:4]([OH:5])=[O:3])[CH:7]=3)[NH:12]2)[CH:21]=[C:20]([N:22]2[CH2:27][CH2:26][O:25][CH2:24][CH2:23]2)[CH:19]=1. The reactants are C([O:3][C:4]([C:6]1[CH:7]=[C:8]2[C:13](=[CH:14][CH:15]=1)[NH:12][CH:11]([C:16]1[CH:21]=[C:20]([N:22]3[CH2:27][CH2:26][O:25][CH2:24][CH2:23]3)[CH:19]=[C:18]([Cl:28])[CH:17]=1)[C:10]([CH3:30])([CH3:29])[CH2:9]2)=[O:5])C.O.[OH-].[Li+].O.Cl. The yield is 0.310. The catalyst is C(O)C.O1CCCC1.